From a dataset of Forward reaction prediction with 1.9M reactions from USPTO patents (1976-2016). Predict the product of the given reaction. (1) Given the reactants [Si:1]([O:8][C:9]1[CH:14]=[CH:13][C:12]([C:15]([C:17]2[CH:22]=[C:21]([O:23][CH3:24])[CH:20]=[C:19]([O:25][CH3:26])[CH:18]=2)=O)=[CH:11][C:10]=1[O:27][CH3:28])([C:4]([CH3:7])([CH3:6])[CH3:5])([CH3:3])[CH3:2].C(OP([CH2:37][C:38]#[N:39])(=O)OCC)C.C[Si]([N-][Si](C)(C)C)(C)C.[Li+].COC1C=C(C(C2C=CC=C(OC)C=2)=CC#N)C=C(OC)C=1, predict the reaction product. The product is: [C:4]([Si:1]([CH3:3])([CH3:2])[O:8][C:9]1[CH:14]=[CH:13][C:12]([C:15]([C:17]2[CH:18]=[C:19]([O:25][CH3:26])[CH:20]=[C:21]([O:23][CH3:24])[CH:22]=2)=[CH:37][C:38]#[N:39])=[CH:11][C:10]=1[O:27][CH3:28])([CH3:6])([CH3:5])[CH3:7]. (2) Given the reactants [Cl:1][C:2]1[C:3](F)=[CH:4][C:5]([F:18])=[C:6]([CH:17]=1)[C:7]([O:9][C:10]1[CH:15]=[CH:14][C:13]([CH3:16])=[CH:12][CH:11]=1)=[O:8].[Cl:20][C:21]1[CH:22]=[C:23]([OH:30])[CH:24]=[N:25][C:26]=1[CH:27]1[CH2:29][CH2:28]1.C(=O)([O-])[O-].[K+].[K+], predict the reaction product. The product is: [Cl:1][C:2]1[C:3]([O:30][C:23]2[CH:24]=[N:25][C:26]([CH:27]3[CH2:29][CH2:28]3)=[C:21]([Cl:20])[CH:22]=2)=[CH:4][C:5]([F:18])=[C:6]([CH:17]=1)[C:7]([O:9][C:10]1[CH:15]=[CH:14][C:13]([CH3:16])=[CH:12][CH:11]=1)=[O:8]. (3) Given the reactants [CH2:1]([N:3]([CH2:6][CH3:7])[CH2:4][CH3:5])[CH3:2].Cl.[Cl:9][C:10]1[CH:15]=[CH:14][C:13]([NH:16][NH2:17])=[CH:12][CH:11]=1.C([OH:20])C, predict the reaction product. The product is: [Cl:9][C:10]1[CH:15]=[CH:14][C:13]([N:16]([OH:20])[NH2:17])=[CH:12][CH:11]=1.[CH3:15][CH:10]1[CH2:5][CH2:4][N:3]([C:6](=[O:20])[CH3:7])[CH2:1][CH2:2]1. (4) Given the reactants [NH2:1][C:2]1[S:3]/[C:4](=[CH:8]\[C:9]2[CH:10]=[C:11]3[C:16](=[CH:17][CH:18]=2)[N:15]=[CH:14][CH:13]=[C:12]3[O:19][CH:20]2[CH2:25][CH2:24][NH:23][CH2:22][CH2:21]2)/[C:5](=[O:7])[N:6]=1.[CH:26]([N:29]([CH:32]([CH3:34])C)[CH2:30][CH3:31])([CH3:28])C.[C:35](Cl)(=[O:37])[CH3:36].CN(C)C=[O:42], predict the reaction product. The product is: [C:35]([N:23]1[CH2:22][CH2:21][CH:20]([O:19][C:12]2[C:11]3[C:16](=[CH:17][CH:18]=[C:9](/[CH:8]=[C:4]4/[C:5](=[O:7])[N:6]=[C:2]([NH2:1])[S:3]/4)[CH:10]=3)[N:15]=[CH:14][CH:13]=2)[CH2:25][CH2:24]1)(=[O:37])[CH3:36].[C:32]([N:29]1[CH2:26][CH2:28][CH:20]([O:19][C:12]2[C:11]3[C:16](=[CH:17][CH:18]=[C:9](/[CH:8]=[C:4]4/[C:5](=[O:7])[N:6]=[C:2]([NH:1][C:35](=[O:37])[CH3:36])[S:3]/4)[CH:10]=3)[N:15]=[CH:14][CH:13]=2)[CH2:31][CH2:30]1)(=[O:42])[CH3:34]. (5) Given the reactants [CH3:1][C:2]([CH3:14])([CH2:8][C:9]1[S:10][CH:11]=[CH:12][N:13]=1)[C:3]([O:5][CH2:6][CH3:7])=[O:4].C1C(=O)N([Br:22])C(=O)C1, predict the reaction product. The product is: [Br:22][C:11]1[S:10][C:9]([CH2:8][C:2]([CH3:1])([CH3:14])[C:3]([O:5][CH2:6][CH3:7])=[O:4])=[N:13][CH:12]=1. (6) Given the reactants [NH2:1][C:2]1[S:6][CH:5]=[C:4]([C:7]([O:9][CH3:10])=[O:8])[C:3]=1[CH3:11].[CH3:12][C:13]([O:16][C:17](O[C:17]([O:16][C:13]([CH3:15])([CH3:14])[CH3:12])=[O:18])=[O:18])([CH3:15])[CH3:14], predict the reaction product. The product is: [C:13]([O:16][C:17]([NH:1][C:2]1[S:6][CH:5]=[C:4]([C:7]([O:9][CH3:10])=[O:8])[C:3]=1[CH3:11])=[O:18])([CH3:15])([CH3:14])[CH3:12]. (7) Given the reactants [CH2:1]1[CH2:12][O:11][C:10]2[CH:9]=[CH:8][C:5]([CH:6]=O)=[CH:4][C:3]=2[O:2]1.[CH2:13]([NH2:15])[CH3:14].[BH4-].[Na+].Cl, predict the reaction product. The product is: [O:11]1[C:10]2[CH:9]=[CH:8][C:5]([CH2:6][NH:15][CH2:13][CH3:14])=[CH:4][C:3]=2[O:2][CH2:1][CH2:12]1. (8) Given the reactants [C:1]([C:3]1[C:16](=[O:17])[C@@H:15]([CH3:18])[C@@H:6]2[CH2:7][CH2:8][C:9]3[CH:10]=[N:11][CH:12]=[N:13][C:14]=3[C@@:5]2([C:19]2[CH:28]=[CH:27][C:22]([C:23]([O:25]C)=[O:24])=[CH:21][CH:20]=2)[CH:4]=1)#[N:2].O.O.[OH-].[Li+].Cl, predict the reaction product. The product is: [C:1]([C:3]1[C:16](=[O:17])[C@@H:15]([CH3:18])[C@@H:6]2[CH2:7][CH2:8][C:9]3[CH:10]=[N:11][CH:12]=[N:13][C:14]=3[C@@:5]2([C:19]2[CH:20]=[CH:21][C:22]([C:23]([OH:25])=[O:24])=[CH:27][CH:28]=2)[CH:4]=1)#[N:2]. (9) Given the reactants [CH2:1]([O:8][C:9]1[N:13]([CH3:14])[N:12]=[C:11]([C:15]([O:17]C)=[O:16])[CH:10]=1)[C:2]1[CH:7]=[CH:6][CH:5]=[CH:4][CH:3]=1.[OH-].[Na+], predict the reaction product. The product is: [CH2:1]([O:8][C:9]1[N:13]([CH3:14])[N:12]=[C:11]([C:15]([OH:17])=[O:16])[CH:10]=1)[C:2]1[CH:3]=[CH:4][CH:5]=[CH:6][CH:7]=1.